Task: Regression. Given a peptide amino acid sequence and an MHC pseudo amino acid sequence, predict their binding affinity value. This is MHC class I binding data.. Dataset: Peptide-MHC class I binding affinity with 185,985 pairs from IEDB/IMGT (1) The peptide sequence is YMTLQAVTF. The MHC is HLA-B08:01 with pseudo-sequence HLA-B08:01. The binding affinity (normalized) is 0.166. (2) The peptide sequence is RQLANAIFK. The MHC is HLA-A30:01 with pseudo-sequence HLA-A30:01. The binding affinity (normalized) is 0.659. (3) The peptide sequence is KYQLKHIVW. The MHC is HLA-B51:01 with pseudo-sequence HLA-B51:01. The binding affinity (normalized) is 0. (4) The peptide sequence is AQTVEDEARR. The MHC is HLA-A02:06 with pseudo-sequence HLA-A02:06. The binding affinity (normalized) is 0.0626. (5) The peptide sequence is ADDVEEYMI. The MHC is H-2-Kd with pseudo-sequence H-2-Kd. The binding affinity (normalized) is 0.0186. (6) The binding affinity (normalized) is 0.0876. The MHC is HLA-B35:01 with pseudo-sequence HLA-B35:01. The peptide sequence is RGPYRAFVTI.